The task is: Predict the reaction yield, written as a fraction of the theoretical maximum amount of product (1.0 means a 100% yield; for example, 0.34 means a 34% yield).. This data is from Reaction yield outcomes from USPTO patents with 853,638 reactions. (1) The reactants are [F:1][C:2]1[C:3]([CH3:10])=[C:4]([NH:8]N)[CH:5]=[CH:6][CH:7]=1.[C:11]([O:16][CH2:17][CH3:18])(=[O:15])[C:12]([CH3:14])=O.C1(C)C=CC(S(O)(=O)=O)=CC=1.C(=O)([O-])O.[Na+]. The catalyst is C(O)C.C1(C)C=CC=CC=1. The product is [CH2:17]([O:16][C:11]([C:12]1[NH:8][C:4]2[C:5]([CH:14]=1)=[CH:6][CH:7]=[C:2]([F:1])[C:3]=2[CH3:10])=[O:15])[CH3:18]. The yield is 0.240. (2) The reactants are Br[C:2]1[O:6][C:5]([C:7]2[N:12]([CH2:13][C:14]3[CH:19]=[CH:18][C:17]([F:20])=[CH:16][C:15]=3[F:21])[C:11](=[O:22])[C:10]([C:23]#[N:24])=[C:9]([C:25]([F:28])([F:27])[F:26])[CH:8]=2)=[CH:4][CH:3]=1.[CH2:29]([S:31][C:32]1[CH:33]=[C:34](B2OC(C)(C)C(C)(C)O2)[CH:35]=[C:36]([C:38]([F:41])([F:40])[F:39])[CH:37]=1)[CH3:30].C([O-])([O-])=O.[K+].[K+]. The catalyst is COCCOC.O.C1C=CC([P]([Pd]([P](C2C=CC=CC=2)(C2C=CC=CC=2)C2C=CC=CC=2)([P](C2C=CC=CC=2)(C2C=CC=CC=2)C2C=CC=CC=2)[P](C2C=CC=CC=2)(C2C=CC=CC=2)C2C=CC=CC=2)(C2C=CC=CC=2)C2C=CC=CC=2)=CC=1. The product is [F:21][C:15]1[CH:16]=[C:17]([F:20])[CH:18]=[CH:19][C:14]=1[CH2:13][N:12]1[C:7]([C:5]2[O:6][C:2]([C:34]3[CH:35]=[C:36]([C:38]([F:40])([F:39])[F:41])[CH:37]=[C:32]([S:31][CH2:29][CH3:30])[CH:33]=3)=[CH:3][CH:4]=2)=[CH:8][C:9]([C:25]([F:28])([F:27])[F:26])=[C:10]([C:23]#[N:24])[C:11]1=[O:22]. The yield is 0.550. (3) The reactants are [Br:1][C:2]1[CH:19]=[CH:18][C:5]2[C:6]3[N:7]([CH:11]=[C:12]([C:14]([O:16]C)=[O:15])[N:13]=3)[CH2:8][CH2:9][O:10][C:4]=2[CH:3]=1.[Li+].[OH-]. The catalyst is C1COCC1.O. The product is [Br:1][C:2]1[CH:19]=[CH:18][C:5]2[C:6]3[N:7]([CH:11]=[C:12]([C:14]([OH:16])=[O:15])[N:13]=3)[CH2:8][CH2:9][O:10][C:4]=2[CH:3]=1. The yield is 0.905. (4) No catalyst specified. The yield is 0.800. The product is [Cl:1][C:2]1[CH:3]=[C:4]([C:8](=[O:21])[C:9]([N:10]2[C:18](=[O:19])[C:17]3[C:12](=[CH:13][CH:14]=[CH:15][CH:16]=3)[C:11]2=[O:20])=[CH:24][N:25]([CH3:27])[CH3:26])[CH:5]=[CH:6][CH:7]=1. The reactants are [Cl:1][C:2]1[CH:3]=[C:4]([C:8](=[O:21])[CH2:9][N:10]2[C:18](=[O:19])[C:17]3[C:12](=[CH:13][CH:14]=[CH:15][CH:16]=3)[C:11]2=[O:20])[CH:5]=[CH:6][CH:7]=1.CO[CH:24](OC)[N:25]([CH3:27])[CH3:26].